From a dataset of Full USPTO retrosynthesis dataset with 1.9M reactions from patents (1976-2016). Predict the reactants needed to synthesize the given product. (1) Given the product [Cl:15][C:16]1[CH:20]=[CH:19][S:18][C:17]=1[C:21]1[N:2]([CH3:1])[C:3]2=[N:4][CH:5]=[C:6]([S:10][C:11]([F:13])([F:12])[F:14])[CH:7]=[C:8]2[N:9]=1, predict the reactants needed to synthesize it. The reactants are: [CH3:1][NH:2][C:3]1[C:8]([NH2:9])=[CH:7][C:6]([S:10][C:11]([F:14])([F:13])[F:12])=[CH:5][N:4]=1.[Cl:15][C:16]1[CH:20]=[CH:19][S:18][C:17]=1[C:21](O)=O.CCN=C=NCCCN(C)C.Cl.C1C=CC2N(O)N=NC=2C=1. (2) Given the product [CH3:1][N:2]([C:19]1[CH:24]=[CH:23][N:22]=[C:21]([S:25]([CH3:26])=[O:32])[N:20]=1)[C:3]1[CH:12]=[C:11]([C:13]2[CH:14]=[CH:15][CH:16]=[CH:17][CH:18]=2)[C:6]2[N:7]=[CH:8][N:9]([CH3:10])[C:5]=2[CH:4]=1, predict the reactants needed to synthesize it. The reactants are: [CH3:1][N:2]([C:19]1[CH:24]=[CH:23][N:22]=[C:21]([S:25][CH3:26])[N:20]=1)[C:3]1[CH:12]=[C:11]([C:13]2[CH:18]=[CH:17][CH:16]=[CH:15][CH:14]=2)[C:6]2[N:7]=[CH:8][N:9]([CH3:10])[C:5]=2[CH:4]=1.ClC1C=C(C=CC=1)C(OO)=[O:32]. (3) The reactants are: FC(F)(F)C([NH:5][C@H:6]([C:11]1[CH:16]=[CH:15][C:14]([F:17])=[CH:13][CH:12]=1)[C:7]([OH:10])([CH3:9])[CH3:8])=O.[OH-].[K+].O.ClCCl. Given the product [NH2:5][C@H:6]([C:11]1[CH:12]=[CH:13][C:14]([F:17])=[CH:15][CH:16]=1)[C:7]([CH3:9])([OH:10])[CH3:8], predict the reactants needed to synthesize it. (4) Given the product [Cl:24][C:25]1[CH:34]=[C:33]2[C:28]([CH2:29][CH2:30][CH2:31][N:32]2[C:2]2[C:6]3[CH2:7][N:8]([C:11]([O:13][C:14]([CH3:17])([CH3:16])[CH3:15])=[O:12])[CH2:9][CH2:10][C:5]=3[N:4]([CH:18]3[CH2:23][CH2:22][O:21][CH2:20][CH2:19]3)[N:3]=2)=[CH:27][C:26]=1[C:35]1[CH:36]=[N:37][N:38]([CH3:40])[CH:39]=1, predict the reactants needed to synthesize it. The reactants are: Br[C:2]1[C:6]2[CH2:7][N:8]([C:11]([O:13][C:14]([CH3:17])([CH3:16])[CH3:15])=[O:12])[CH2:9][CH2:10][C:5]=2[N:4]([CH:18]2[CH2:23][CH2:22][O:21][CH2:20][CH2:19]2)[N:3]=1.[Cl:24][C:25]1[CH:34]=[C:33]2[C:28]([CH2:29][CH2:30][CH2:31][NH:32]2)=[CH:27][C:26]=1[C:35]1[CH:36]=[N:37][N:38]([CH3:40])[CH:39]=1.C(O[Na])(C)(C)C. (5) Given the product [CH2:15]([N:17]1[C:25]2[C:20](=[CH:21][CH:22]=[CH:23][CH:24]=2)[C:19]([CH3:26])=[C:18]1[C:10](=[O:11])[C:9]1[CH:13]=[CH:14][C:6]([F:5])=[CH:7][CH:8]=1)[CH3:16], predict the reactants needed to synthesize it. The reactants are: [Cl-].[Al+3].[Cl-].[Cl-].[F:5][C:6]1[CH:14]=[CH:13][C:9]([C:10](Cl)=[O:11])=[CH:8][CH:7]=1.[CH2:15]([N:17]1[C:25]2[C:20](=[CH:21][CH:22]=[CH:23][CH:24]=2)[C:19]([CH3:26])=[CH:18]1)[CH3:16].O. (6) Given the product [C:4]([O:3][C:1](=[O:2])[NH:8][CH:9]1[CH2:29][CH2:27][N:26]([C:16]2[CH:21]=[CH:20][N:19]=[C:18]([CH3:22])[N:17]=2)[CH2:30][CH2:31]1)([CH3:7])([CH3:6])[CH3:5], predict the reactants needed to synthesize it. The reactants are: [C:1]([N:8]1CCC(N)C[CH2:9]1)([O:3][C:4]([CH3:7])([CH3:6])[CH3:5])=[O:2].Cl[C:16]1[CH:21]=[CH:20][N:19]=[C:18]([CH3:22])[N:17]=1.C([N:26]([CH2:30][CH3:31])[CH:27]([CH3:29])C)(C)C. (7) Given the product [CH2:1]([N:8]1[C:16]2[C:11](=[CH:12][CH:13]=[CH:14][CH:15]=2)[C:10]([C:17]([N:19]([CH2:21][C:22]2[CH:27]=[CH:26][C:25]([C:28]3[CH:33]=[CH:32][C:31]([O:34][CH2:35][C:36]4[NH:41][N:40]=[N:39][N:37]=4)=[C:30]([Br:38])[CH:29]=3)=[CH:24][CH:23]=2)[CH3:20])=[O:18])=[CH:9]1)[C:2]1[CH:3]=[CH:4][CH:5]=[CH:6][CH:7]=1, predict the reactants needed to synthesize it. The reactants are: [CH2:1]([N:8]1[C:16]2[C:11](=[CH:12][CH:13]=[CH:14][CH:15]=2)[C:10]([C:17]([N:19]([CH2:21][C:22]2[CH:27]=[CH:26][C:25]([C:28]3[CH:33]=[CH:32][C:31]([O:34][CH2:35][C:36]#[N:37])=[C:30]([Br:38])[CH:29]=3)=[CH:24][CH:23]=2)[CH3:20])=[O:18])=[CH:9]1)[C:2]1[CH:7]=[CH:6][CH:5]=[CH:4][CH:3]=1.[N-:39]=[N+:40]=[N-:41].[Na+].[Cl-].[NH4+].[OH-].[Na+]. (8) The reactants are: C1(S([N:10]2[C:14]3=[N:15][CH:16]=[C:17]([O:19][CH3:20])[CH:18]=[C:13]3[C:12](I)=[CH:11]2)(=O)=O)C=CC=CC=1.C(OC(=O)[N:28]([CH2:37][C:38]1[C:39]([O:45][CH3:46])=[N:40][CH:41]=[C:42]([F:44])[CH:43]=1)[C:29]1[N:34]=[CH:33][C:32]([CH:35]=O)=[CH:31][N:30]=1)(C)(C)C. Given the product [F:44][C:42]1[CH:43]=[C:38]([CH2:37][NH:28][C:29]2[N:30]=[CH:31][C:32]([CH2:35][C:12]3[C:13]4[C:14](=[N:15][CH:16]=[C:17]([O:19][CH3:20])[CH:18]=4)[NH:10][CH:11]=3)=[CH:33][N:34]=2)[C:39]([O:45][CH3:46])=[N:40][CH:41]=1, predict the reactants needed to synthesize it. (9) Given the product [CH2:17]([O:24][C:25]([N:4]1[C@H:5]2[C@H:10]([CH2:9][CH2:8][CH2:7][CH2:6]2)[NH:1][C:2](=[O:11])[CH2:3]1)=[O:26])[C:18]1[CH:23]=[CH:22][CH:21]=[CH:20][CH:19]=1, predict the reactants needed to synthesize it. The reactants are: [NH:1]1[C@@H:10]2[C@@H:5]([CH2:6][CH2:7][CH2:8][CH2:9]2)[NH:4][CH2:3][C:2]1=[O:11].C([O-])(O)=O.[Na+].[CH2:17]([O:24][C:25](Cl)=[O:26])[C:18]1[CH:23]=[CH:22][CH:21]=[CH:20][CH:19]=1. (10) Given the product [Br:37][CH2:21][CH2:22][CH2:23][CH:24]1[CH2:29][CH2:28][N:27]([C:30]([O:32][CH:33]([CH3:35])[CH3:34])=[O:31])[CH2:26][CH2:25]1, predict the reactants needed to synthesize it. The reactants are: C1C=CC(P(C2C=CC=CC=2)C2C=CC=CC=2)=CC=1.O[CH2:21][CH2:22][CH2:23][CH:24]1[CH2:29][CH2:28][N:27]([C:30]([O:32][CH:33]([CH3:35])[CH3:34])=[O:31])[CH2:26][CH2:25]1.C(Br)(Br)(Br)[Br:37].